This data is from Catalyst prediction with 721,799 reactions and 888 catalyst types from USPTO. The task is: Predict which catalyst facilitates the given reaction. (1) Reactant: [C:1]([C:3]1[C:11]2[C:6](=[C:7]([C:12]([N:14]3[CH2:19][CH2:18][N:17]([CH2:20][CH2:21][C:22]4[CH:27]=[CH:26][C:25]([F:28])=[CH:24][CH:23]=4)[CH2:16][CH2:15]3)=[O:13])[CH:8]=[CH:9][CH:10]=2)[NH:5][CH:4]=1)#[N:2].[P:29](=[O:33])([OH:32])([OH:31])[OH:30]. Product: [OH2:13].[P:29]([OH:33])([OH:32])([OH:31])=[O:30].[C:1]([C:3]1[C:11]2[C:6](=[C:7]([C:12]([N:14]3[CH2:15][CH2:16][N:17]([CH2:20][CH2:21][C:22]4[CH:23]=[CH:24][C:25]([F:28])=[CH:26][CH:27]=4)[CH2:18][CH2:19]3)=[O:13])[CH:8]=[CH:9][CH:10]=2)[NH:5][CH:4]=1)#[N:2]. The catalyst class is: 21. (2) Reactant: [C:1]1([P:7]2(=[O:14])[CH2:11][CH2:10][CH2:9][CH:8]2[CH2:12]O)[CH:6]=[CH:5][CH:4]=[CH:3][CH:2]=1. Product: [C:1]1([P:7]2(=[O:14])[CH2:11][CH2:10][CH2:9][C:8]2=[CH2:12])[CH:2]=[CH:3][CH:4]=[CH:5][CH:6]=1. The catalyst class is: 2. (3) Reactant: [Cl:1][C:2]1[CH:7]=[CH:6][CH:5]=[C:4]([Cl:8])[C:3]=1[C:9]1[CH:13]=[C:12]([C:14]2[CH:19]=[C:18]([NH:20][CH2:21][CH2:22][C:23]([C:25]3[CH:26]=[N:27][CH:28]=[CH:29][CH:30]=3)=[O:24])[CH:17]=[CH:16][N:15]=2)[O:11][N:10]=1.C(N(CC)CC)C.[Cl:38][CH:39]([Cl:43])[C:40](Cl)=[O:41]. Product: [Cl:38][CH:39]([Cl:43])[C:40]([N:20]([C:18]1[CH:17]=[CH:16][N:15]=[C:14]([C:12]2[O:11][N:10]=[C:9]([C:3]3[C:2]([Cl:1])=[CH:7][CH:6]=[CH:5][C:4]=3[Cl:8])[CH:13]=2)[CH:19]=1)[CH2:21][CH2:22][C:23](=[O:24])[C:25]1[CH:26]=[N:27][CH:28]=[CH:29][CH:30]=1)=[O:41]. The catalyst class is: 2. (4) Reactant: [N+:1]([C:4]1[CH:9]=[CH:8][C:7]([OH:10])=[CH:6][CH:5]=1)([O-:3])=[O:2].C(=O)([O-])[O-].[K+].[K+].[CH2:17]([CH:19]([CH2:22][CH2:23][CH2:24][CH3:25])[CH2:20]I)[CH3:18]. Product: [CH2:17]([CH:19]([CH2:22][CH2:23][CH2:24][CH3:25])[CH2:20][O:10][C:7]1[CH:8]=[CH:9][C:4]([N+:1]([O-:3])=[O:2])=[CH:5][CH:6]=1)[CH3:18]. The catalyst class is: 60. (5) Reactant: C(O[C:6](=O)[NH:7][CH2:8][C@@H:9]1CCC[C@@H:10]1OC)(C)(C)C.[C:17]([O:20][CH2:21][CH3:22])(=O)C.[ClH:23]. Product: [ClH:23].[CH3:17][O:20][C@H:21]1[CH2:22][CH2:10][CH2:9][C@@H:8]1[NH:7][CH3:6]. The catalyst class is: 13. (6) Reactant: Cl.[NH2:2][C:3]1[CH:9]=[CH:8][C:6]([OH:7])=[CH:5][C:4]=1[OH:10].C(N(CC)CC)C.[CH3:18][O:19][C:20]1[CH:27]=[CH:26][C:23]([CH:24]=O)=[CH:22][N:21]=1. Product: [CH3:18][O:19][C:20]1[N:21]=[CH:22][C:23]([CH:24]=[N:2][C:3]2[CH:9]=[CH:8][C:6]([OH:7])=[CH:5][C:4]=2[OH:10])=[CH:26][CH:27]=1. The catalyst class is: 5. (7) Reactant: [CH:1]([C:3]1(C=O)[CH2:8][CH2:7][CH:6]=[CH:5][CH2:4]1)=[CH2:2].[CH:11](=[O:13])[CH3:12].B(F)(F)F.C[CH2:19][O:20]CC. Product: [CH:19]([O:13][CH:11]([CH2:2][CH:1]=[C:3]1[CH2:8][CH2:7][CH:6]=[CH:5][CH2:4]1)[CH3:12])=[O:20]. The catalyst class is: 26. (8) Reactant: [Br:1][C:2]1[CH:7]=[CH:6][N:5]=[C:4]2[NH:8][CH:9]=[CH:10][C:3]=12.C1C=C(Cl)C=C(C(OO)=[O:19])C=1. Product: [Br:1][C:2]1[CH:7]=[CH:6][N+:5]([O-:19])=[C:4]2[NH:8][CH:9]=[CH:10][C:3]=12. The catalyst class is: 27. (9) Reactant: Br[C:2]1[CH:27]=[CH:26][C:5]([C:6]([NH:8][C:9]2[CH:18]=[C:17]3[C:12]([CH:13]=[C:14]([CH2:19][N:20]4[CH2:24][CH2:23][CH2:22][CH2:21]4)[CH:15]=[N:16]3)=[CH:11][C:10]=2[F:25])=[O:7])=[CH:4][CH:3]=1.[F:28][C:29]1[CH:34]=[CH:33][C:32](B(O)O)=[CH:31][CH:30]=1.C(=O)([O-])[O-].[Na+].[Na+]. Product: [F:28][C:29]1[CH:34]=[CH:33][C:32]([C:2]2[CH:3]=[CH:4][C:5]([C:6]([NH:8][C:9]3[CH:18]=[C:17]4[C:12]([CH:13]=[C:14]([CH2:19][N:20]5[CH2:21][CH2:22][CH2:23][CH2:24]5)[CH:15]=[N:16]4)=[CH:11][C:10]=3[F:25])=[O:7])=[CH:26][CH:27]=2)=[CH:31][CH:30]=1. The catalyst class is: 843. (10) The catalyst class is: 22. Product: [NH2:1][C:2]1[C:7]([Br:16])=[N:6][C:5]([S:8][CH3:9])=[CH:4][N:3]=1. Reactant: [NH2:1][C:2]1[CH:7]=[N:6][C:5]([S:8][CH3:9])=[CH:4][N:3]=1.N1C=CC=CC=1.[Br:16]Br.